Dataset: Full USPTO retrosynthesis dataset with 1.9M reactions from patents (1976-2016). Task: Predict the reactants needed to synthesize the given product. (1) Given the product [Br:1][C:2]1[CH:3]=[C:4]2[N:9]=[C:13]([C:12]3[CH:15]=[CH:16][C:17]([OH:19])=[CH:18][C:11]=3[Cl:10])[NH:8][C:5]2=[N:6][CH:7]=1, predict the reactants needed to synthesize it. The reactants are: [Br:1][C:2]1[CH:3]=[C:4]([NH2:9])[C:5]([NH2:8])=[N:6][CH:7]=1.[Cl:10][C:11]1[CH:18]=[C:17]([OH:19])[CH:16]=[CH:15][C:12]=1[CH:13]=O. (2) The reactants are: [CH2:1]([O:8][C:9]1[N:17]=[CH:16][N:15]=[C:14]2[C:10]=1[N:11]=[CH:12][N:13]2[CH2:18][C:19]([O:21]C)=[O:20])[C:2]1[CH:7]=[CH:6][CH:5]=[CH:4][CH:3]=1.[OH-].[Na+].Cl. Given the product [CH2:1]([O:8][C:9]1[N:17]=[CH:16][N:15]=[C:14]2[C:10]=1[N:11]=[CH:12][N:13]2[CH2:18][C:19]([OH:21])=[O:20])[C:2]1[CH:3]=[CH:4][CH:5]=[CH:6][CH:7]=1, predict the reactants needed to synthesize it.